Dataset: Reaction yield outcomes from USPTO patents with 853,638 reactions. Task: Predict the reaction yield, written as a fraction of the theoretical maximum amount of product (1.0 means a 100% yield; for example, 0.34 means a 34% yield). (1) The reactants are Cl.[CH3:2][C:3]1[C:8]([O:9][C:10]2[CH:15]=[CH:14][N:13]=[C:12]([NH:16][C:17]3[CH:18]=[C:19]([CH:34]=[CH:35][CH:36]=3)[CH2:20][N:21]3[CH2:26][CH2:25][N:24](C(OC(C)(C)C)=O)[CH2:23][CH2:22]3)[CH:11]=2)=[CH:7][CH:6]=[C:5]([CH3:37])[N:4]=1. The catalyst is C(Cl)Cl. The product is [CH3:2][C:3]1[C:8]([O:9][C:10]2[CH:15]=[CH:14][N:13]=[C:12]([NH:16][C:17]3[CH:36]=[CH:35][CH:34]=[C:19]([CH2:20][N:21]4[CH2:26][CH2:25][NH:24][CH2:23][CH2:22]4)[CH:18]=3)[CH:11]=2)=[CH:7][CH:6]=[C:5]([CH3:37])[N:4]=1. The yield is 0.940. (2) The reactants are [CH3:1][C:2]1[CH:10]=[CH:9][CH:8]=[C:7]2[C:3]=1[CH2:4][C:5](=[O:11])[NH:6]2.[Cl:12]N1C(=O)CCC1=O.FC(F)(F)C(O)=O. The catalyst is C(#N)C. The product is [Cl:12][C:10]1[C:2]([CH3:1])=[C:3]2[C:7](=[CH:8][CH:9]=1)[NH:6][C:5](=[O:11])[CH2:4]2. The yield is 0.680. (3) The reactants are Br[C:2]1[N:3]([CH2:21][CH2:22][C:23]([O:25][CH2:26][CH3:27])=[O:24])[C:4]2[C:9]([C:10]=1[CH:11]1[CH2:16][CH2:15][CH2:14][CH2:13][CH2:12]1)=[CH:8][CH:7]=[C:6]([C:17]([O:19][CH3:20])=[O:18])[CH:5]=2.[C:28]1([NH2:34])[CH:33]=[CH:32][CH:31]=[CH:30][CH:29]=1.[Cl-:35].[Li+].C(=O)([O-])[O-].[Na+].[Na+].[Cl-].[NH4+]. The catalyst is COCCOC.O.C1C=CC([P]([Pd]([P](C2C=CC=CC=2)(C2C=CC=CC=2)C2C=CC=CC=2)([P](C2C=CC=CC=2)(C2C=CC=CC=2)C2C=CC=CC=2)[P](C2C=CC=CC=2)(C2C=CC=CC=2)C2C=CC=CC=2)(C2C=CC=CC=2)C2C=CC=CC=2)=CC=1.C(OCC)(=O)C. The yield is 1.00. The product is [NH2:34][C:28]1[CH:33]=[C:32]([Cl:35])[CH:31]=[CH:30][C:29]=1[C:2]1[N:3]([CH2:21][CH2:22][C:23]([O:25][CH2:26][CH3:27])=[O:24])[C:4]2[C:9]([C:10]=1[CH:11]1[CH2:12][CH2:13][CH2:14][CH2:15][CH2:16]1)=[CH:8][CH:7]=[C:6]([C:17]([O:19][CH3:20])=[O:18])[CH:5]=2. (4) The reactants are [Cl:1][C:2]1[CH:3]=[C:4]2[C:8](=[C:9]([C:11]([OH:13])=O)[CH:10]=1)[NH:7][CH:6]=[CH:5]2.CN(C(ON1N=NC2C=CC=CC1=2)=[N+](C)C)C.[B-](F)(F)(F)F.C(N(CC)C(C)C)(C)C.[C:45]([C:49]1[CH:69]=[CH:68][C:52]([CH2:53][NH:54][CH2:55][CH2:56][C:57]2[CH:62]=[CH:61][C:60]([Cl:63])=[C:59]([C:64]([F:67])([F:66])[F:65])[CH:58]=2)=[CH:51][CH:50]=1)([CH3:48])([CH3:47])[CH3:46]. The catalyst is CN(C=O)C.O. The product is [C:45]([C:49]1[CH:69]=[CH:68][C:52]([CH2:53][N:54]([CH2:55][CH2:56][C:57]2[CH:62]=[CH:61][C:60]([Cl:63])=[C:59]([C:64]([F:66])([F:67])[F:65])[CH:58]=2)[C:11]([C:9]2[CH:10]=[C:2]([Cl:1])[CH:3]=[C:4]3[C:8]=2[NH:7][CH:6]=[CH:5]3)=[O:13])=[CH:51][CH:50]=1)([CH3:48])([CH3:46])[CH3:47]. The yield is 0.690. (5) The reactants are Br[C:2]1[CH:11]=[C:10]2[C:5]([CH:6]=[C:7]([NH:12][C:13]([CH:15]3[CH2:17][CH2:16]3)=[O:14])[N:8]=[CH:9]2)=[CH:4][CH:3]=1.[NH:18]1[CH2:23][CH2:22][CH2:21][CH2:20][CH2:19]1.O1CCOCC1.C1(P(C2C=CC=CC=2)C2C=CC3C(=CC=CC=3)C=2C2C3C(=CC=CC=3)C=CC=2P(C2C=CC=CC=2)C2C=CC=CC=2)C=CC=CC=1.C(=O)([O-])[O-].[Cs+].[Cs+]. The catalyst is C(OCC)(=O)C.C([O-])(=O)C.[Pd+2].C([O-])(=O)C. The product is [N:18]1([C:2]2[CH:11]=[C:10]3[C:5]([CH:6]=[C:7]([NH:12][C:13]([CH:15]4[CH2:17][CH2:16]4)=[O:14])[N:8]=[CH:9]3)=[CH:4][CH:3]=2)[CH2:23][CH2:22][CH2:21][CH2:20][CH2:19]1. The yield is 0.0600. (6) The reactants are [F:1][C:2]1[CH:7]=[CH:6][C:5]([C:8]([C:10]2[N:19]=[C:18]([NH:20][C:21]3[CH:25]=[C:24]([CH3:26])[NH:23][N:22]=3)[C:17]3[C:12](=[CH:13][C:14]([C:27]([F:30])([F:29])[F:28])=[CH:15][CH:16]=3)[N:11]=2)=[O:9])=[CH:4][CH:3]=1.[BH4-].[Na+]. The catalyst is O.CO.C1COCC1. The product is [F:1][C:2]1[CH:7]=[CH:6][C:5]([CH:8]([C:10]2[N:19]=[C:18]([NH:20][C:21]3[CH:25]=[C:24]([CH3:26])[NH:23][N:22]=3)[C:17]3[C:12](=[CH:13][C:14]([C:27]([F:30])([F:28])[F:29])=[CH:15][CH:16]=3)[N:11]=2)[OH:9])=[CH:4][CH:3]=1. The yield is 0.400. (7) The reactants are Cl.[CH3:2][N:3]1[CH2:8][CH2:7][C:6]([C:12]2[CH:17]=[CH:16][C:15]([F:18])=[CH:14][CH:13]=2)([C:9](O)=[O:10])[CH2:5][CH2:4]1.[H-].[H-].[H-].[H-].[Li+].[Al+3].Cl.[OH-].[Na+]. The catalyst is C1COCC1. The product is [CH3:2][N:3]1[CH2:8][CH2:7][C:6]([CH2:9][OH:10])([C:12]2[CH:13]=[CH:14][C:15]([F:18])=[CH:16][CH:17]=2)[CH2:5][CH2:4]1. The yield is 0.780. (8) The reactants are [NH2:1][C:2]1[CH:7]=[CH:6][C:5]([C:8]2[C:9]([NH2:24])=[N:10][C:11]([NH2:23])=[N:12][C:13]=2[CH2:14][O:15][CH2:16][CH:17]2[CH2:22][CH2:21][CH2:20][CH2:19][O:18]2)=[CH:4][CH:3]=1.[Cl:25][C:26]1[CH:33]=[CH:32][C:29]([CH:30]=O)=[CH:28][CH:27]=1.C(O)(=O)C.[BH3-]C#N.[Na+].C([O-])(O)=O.[Na+]. The catalyst is CO. The product is [Cl:25][C:26]1[CH:33]=[CH:32][C:29]([CH2:30][NH:1][C:2]2[CH:7]=[CH:6][C:5]([C:8]3[C:9]([NH2:24])=[N:10][C:11]([NH2:23])=[N:12][C:13]=3[CH2:14][O:15][CH2:16][CH:17]3[CH2:22][CH2:21][CH2:20][CH2:19][O:18]3)=[CH:4][CH:3]=2)=[CH:28][CH:27]=1. The yield is 0.350.